This data is from Forward reaction prediction with 1.9M reactions from USPTO patents (1976-2016). The task is: Predict the product of the given reaction. (1) Given the reactants [Cl:1][C:2]1[C:3]([CH3:14])=[C:4](I)[C:5]([O:11][CH3:12])=[C:6]([C:8](=[O:10])[CH3:9])[CH:7]=1.[CH3:15][C:16]1(C)C(C)(C)OB(C=C)O1.ClCCl.C(=O)([O-])[O-].[K+].[K+], predict the reaction product. The product is: [Cl:1][C:2]1[C:3]([CH3:14])=[C:4]([CH:15]=[CH2:16])[C:5]([O:11][CH3:12])=[C:6]([C:8](=[O:10])[CH3:9])[CH:7]=1. (2) The product is: [O:28]1[C:32]2[CH:33]=[CH:34][C:35]([CH2:37][C:38]([NH:27][C@H:24]3[CH2:25][CH2:26][C@H:21]([CH2:20][CH2:19][N:16]4[CH2:17][CH2:18][N:13]([C:9]5[N:10]=[CH:11][CH:12]=[C:7]6[CH2:6][CH2:5][O:4][C:8]=56)[CH2:14][CH2:15]4)[CH2:22][CH2:23]3)=[O:39])=[CH:36][C:31]=2[O:30][CH2:29]1. Given the reactants Cl.Cl.Cl.[O:4]1[C:8]2=[C:9]([N:13]3[CH2:18][CH2:17][N:16]([CH2:19][CH2:20][C@H:21]4[CH2:26][CH2:25][C@H:24]([NH2:27])[CH2:23][CH2:22]4)[CH2:15][CH2:14]3)[N:10]=[CH:11][CH:12]=[C:7]2[CH2:6][CH2:5]1.[O:28]1[C:32]2[CH:33]=[CH:34][C:35]([CH2:37][C:38](O)=[O:39])=[CH:36][C:31]=2[O:30][CH2:29]1, predict the reaction product. (3) Given the reactants Br[C:2]1[CH:7]=[CH:6][C:5]([S:8]([NH:11][C@H:12]([C:16]([O:18][CH3:19])=[O:17])[CH:13]([CH3:15])[CH3:14])(=[O:10])=[O:9])=[CH:4][CH:3]=1.[N+:20]([C:23]1[CH:28]=[CH:27][C:26](B(O)O)=[CH:25][CH:24]=1)([O-:22])=[O:21].C(=O)(O)[O-].[Na+].C(OCC)(=O)C, predict the reaction product. The product is: [N+:20]([C:23]1[CH:28]=[CH:27][C:26]([C:2]2[CH:7]=[CH:6][C:5]([S:8]([NH:11][C@H:12]([C:16]([O:18][CH3:19])=[O:17])[CH:13]([CH3:15])[CH3:14])(=[O:10])=[O:9])=[CH:4][CH:3]=2)=[CH:25][CH:24]=1)([O-:22])=[O:21]. (4) Given the reactants [C:1]([O:5][C:6]([NH:8][C@@H:9]1[CH2:14][CH2:13][CH2:12][N:11]([C:15]2[N:32]([CH2:33][C:34]3[CH:39]=[CH:38][CH:37]=[CH:36][C:35]=3[Cl:40])[C:18]3[C:19](=[O:31])[N:20]([CH3:30])[C:21]4[CH:22]=[CH:23][C:24]([C:27]([OH:29])=O)=[CH:25][C:26]=4[C:17]=3[N:16]=2)[CH2:10]1)=[O:7])([CH3:4])([CH3:3])[CH3:2].ON1C2C=CC=CC=2N=N1.Cl.[CH2:52]([N:54]=[C:55]=NCCCN(C)C)C.CNC.[Cl-].[NH4+], predict the reaction product. The product is: [C:1]([O:5][C:6](=[O:7])[NH:8][C@@H:9]1[CH2:14][CH2:13][CH2:12][N:11]([C:15]2[N:32]([CH2:33][C:34]3[CH:39]=[CH:38][CH:37]=[CH:36][C:35]=3[Cl:40])[C:18]3[C:19](=[O:31])[N:20]([CH3:30])[C:21]4[CH:22]=[CH:23][C:24]([C:27]([N:54]([CH3:55])[CH3:52])=[O:29])=[CH:25][C:26]=4[C:17]=3[N:16]=2)[CH2:10]1)([CH3:3])([CH3:4])[CH3:2]. (5) The product is: [ClH:16].[Cl:16][C:17]1[CH:18]=[C:19]2[C:24](=[CH:25][CH:26]=1)[CH:23]=[C:22]([S:27]([N:30]1[CH2:35][CH2:34][N:33]([C:11]([C:9]3[S:8][C:5]4[CH2:6][NH:7][CH:2]([CH3:1])[CH2:3][C:4]=4[N:10]=3)=[O:13])[CH:32]([C:36](=[O:47])[NH:37][CH2:38][C:39]([N:41]3[CH2:46][CH2:45][O:44][CH2:43][CH2:42]3)=[O:40])[CH2:31]1)(=[O:29])=[O:28])[CH:21]=[CH:20]2. Given the reactants [CH3:1][CH:2]1[NH:7][CH2:6][C:5]2[S:8][C:9]([C:11]([O-:13])=O)=[N:10][C:4]=2[CH2:3]1.[Li+].Cl.[Cl:16][C:17]1[CH:18]=[C:19]2[C:24](=[CH:25][CH:26]=1)[CH:23]=[C:22]([S:27]([N:30]1[CH2:35][CH2:34][NH:33][CH:32]([C:36](=[O:47])[NH:37][CH2:38][C:39]([N:41]3[CH2:46][CH2:45][O:44][CH2:43][CH2:42]3)=[O:40])[CH2:31]1)(=[O:29])=[O:28])[CH:21]=[CH:20]2, predict the reaction product.